Dataset: Forward reaction prediction with 1.9M reactions from USPTO patents (1976-2016). Task: Predict the product of the given reaction. (1) Given the reactants [C:1]([O:5][C:6]([NH:8][C@@H:9]1[CH2:14][CH2:13][C@H:12]([C:15]([OH:17])=O)[CH2:11][CH2:10]1)=[O:7])([CH3:4])([CH3:3])[CH3:2].CN(C(O[N:26]1N=N[C:32]2[C:27]1=[CH:28][CH:29]=[CH:30][CH:31]=2)=[N+](C)C)C.F[P-](F)(F)(F)(F)F.CCN(C(C)C)C(C)C.NC1C=CC=CC=1, predict the reaction product. The product is: [NH:26]([C:15]([C@@H:12]1[CH2:11][CH2:10][C@H:9]([NH:8][C:6](=[O:7])[O:5][C:1]([CH3:2])([CH3:3])[CH3:4])[CH2:14][CH2:13]1)=[O:17])[C:27]1[CH:32]=[CH:31][CH:30]=[CH:29][CH:28]=1. (2) Given the reactants [Br:1][C:2]1[CH:3]=[C:4]([C:12]([O:14]C)=[O:13])[CH:5]=[C:6]([CH:11]=1)[C:7]([O:9][CH3:10])=[O:8].O.O.O.O.O.O.O.O.[OH-].[Ba+2].[OH-].Cl, predict the reaction product. The product is: [Br:1][C:2]1[CH:3]=[C:4]([CH:5]=[C:6]([C:7]([O:9][CH3:10])=[O:8])[CH:11]=1)[C:12]([OH:14])=[O:13]. (3) Given the reactants C(OC(=O)[NH:7][C@@H:8]([C@H:11]1[CH2:15][CH2:14][C@@H:13]([CH3:16])[O:12]1)[CH2:9][CH3:10])(C)(C)C.C(O)(C(F)(F)F)=O.[C:25]1([CH3:35])[CH:30]=[CH:29][C:28]([S:31]([OH:34])(=[O:33])=[O:32])=[CH:27][CH:26]=1, predict the reaction product. The product is: [C:25]1([CH3:35])[CH:26]=[CH:27][C:28]([S:31]([OH:34])(=[O:32])=[O:33])=[CH:29][CH:30]=1.[CH3:16][C@H:13]1[O:12][C@@H:11]([C@H:8]([NH2:7])[CH2:9][CH3:10])[CH2:15][CH2:14]1. (4) Given the reactants Br[C:2]1[S:3][C:4]([C:8]2[N:12]3[N:13]=[C:14]([CH3:22])[CH:15]=[C:16]([CH:17]([CH2:20][CH3:21])[CH2:18][CH3:19])[C:11]3=[N:10][C:9]=2[CH3:23])=[C:5]([CH3:7])[N:6]=1.[CH2:24]([NH:27][CH2:28][CH2:29][CH3:30])[CH2:25][CH3:26].C(=O)([O-])[O-].[Cs+].[Cs+], predict the reaction product. The product is: [CH2:18]([CH:17]([C:16]1[C:11]2[N:12]([C:8]([C:4]3[S:3][C:2]([N:27]([CH2:28][CH2:29][CH3:30])[CH2:24][CH2:25][CH3:26])=[N:6][C:5]=3[CH3:7])=[C:9]([CH3:23])[N:10]=2)[N:13]=[C:14]([CH3:22])[CH:15]=1)[CH2:20][CH3:21])[CH3:19]. (5) Given the reactants [H-].[Al+3].[Li+].[H-].[H-].[H-].[C:7]1([CH2:13][O:14][C:15]2[CH:26]=[CH:25][C:18]3[C:19](=O)[NH:20][CH2:21][CH2:22][O:23][C:17]=3[CH:16]=2)[CH:12]=[CH:11][CH:10]=[CH:9][CH:8]=1, predict the reaction product. The product is: [C:7]1([CH2:13][O:14][C:15]2[CH:26]=[CH:25][C:18]3[CH2:19][NH:20][CH2:21][CH2:22][O:23][C:17]=3[CH:16]=2)[CH:8]=[CH:9][CH:10]=[CH:11][CH:12]=1.